From a dataset of Catalyst prediction with 721,799 reactions and 888 catalyst types from USPTO. Predict which catalyst facilitates the given reaction. (1) Reactant: [F:1][C:2]1[C:11]2[N:10]=[C:9]([CH3:12])[CH:8]=[CH:7][C:6]=2[C:5]([OH:13])=[CH:4][CH:3]=1.N1C=CC=CC=1.[F:20][C:21]([F:34])([F:33])[S:22](O[S:22]([C:21]([F:34])([F:33])[F:20])(=[O:24])=[O:23])(=[O:24])=[O:23].O. Product: [F:20][C:21]([F:34])([F:33])[S:22]([O:13][C:5]1[CH:4]=[CH:3][C:2]([F:1])=[C:11]2[C:6]=1[CH:7]=[CH:8][C:9]([CH3:12])=[N:10]2)(=[O:24])=[O:23]. The catalyst class is: 4. (2) Reactant: [CH2:1]([O:3][C:4]([C:6]1[N:7]([NH2:12])[CH:8]=[C:9]([F:11])[CH:10]=1)=[O:5])[CH3:2].C(N(CC)CC)C.[Br:20][C:21]1[CH:29]=[CH:28][C:24]([C:25](Cl)=[O:26])=[CH:23][CH:22]=1. Product: [CH2:1]([O:3][C:4]([C:6]1[N:7]([NH:12][C:25](=[O:26])[C:24]2[CH:28]=[CH:29][C:21]([Br:20])=[CH:22][CH:23]=2)[CH:8]=[C:9]([F:11])[CH:10]=1)=[O:5])[CH3:2]. The catalyst class is: 4. (3) Reactant: [C:9](O[C:9]([O:11][C:12]([CH3:15])([CH3:14])[CH3:13])=[O:10])([O:11][C:12]([CH3:15])([CH3:14])[CH3:13])=[O:10].[OH-].[Na+].[NH2:18][C:19]1[CH:27]=[CH:26][C:22]([C:23]([OH:25])=[O:24])=[CH:21][CH:20]=1. Product: [C:12]([O:11][C:9]([NH:18][C:19]1[CH:27]=[CH:26][C:22]([C:23]([OH:25])=[O:24])=[CH:21][CH:20]=1)=[O:10])([CH3:13])([CH3:14])[CH3:15]. The catalyst class is: 371. (4) Reactant: [CH2:1]([N:4]([CH2:8][C:9]1[S:13][C:12]([C:14]([OH:16])=O)=[CH:11][CH:10]=1)[CH2:5][CH:6]=[CH2:7])[CH:2]=[CH2:3].C(N1C=CN=C1)(N1C=CN=C1)=O.[C:29]([NH:36][C:37]1[CH:42]=[CH:41][CH:40]=[CH:39][C:38]=1[NH2:43])([O:31][C:32]([CH3:35])([CH3:34])[CH3:33])=[O:30]. Product: [C:32]([O:31][C:29](=[O:30])[NH:36][C:37]1[CH:42]=[CH:41][CH:40]=[CH:39][C:38]=1[NH:43][C:14]([C:12]1[S:13][C:9]([CH2:8][N:4]([CH2:1][CH:2]=[CH2:3])[CH2:5][CH:6]=[CH2:7])=[CH:10][CH:11]=1)=[O:16])([CH3:35])([CH3:33])[CH3:34]. The catalyst class is: 1. (5) The catalyst class is: 241. Product: [Cl:1][C:2]1[CH:10]=[C:9]2[C:5]([C:6]([C:12]3[N:17]=[C:16]4[C:18]([C:21]([NH:24][C:25]5[CH:32]=[CH:31][CH:30]=[C:27]([C:28]#[N:29])[CH:26]=5)=[O:22])=[CH:19][NH:20][C:15]4=[N:14][CH:13]=3)=[N:7][N:8]2[CH3:11])=[CH:4][CH:3]=1. Reactant: [Cl:1][C:2]1[CH:10]=[C:9]2[C:5]([C:6]([C:12]3[N:17]=[C:16]4[C:18]([C:21](O)=[O:22])=[CH:19][NH:20][C:15]4=[N:14][CH:13]=3)=[N:7][N:8]2[CH3:11])=[CH:4][CH:3]=1.[NH2:24][C:25]1[CH:26]=[C:27]([CH:30]=[CH:31][CH:32]=1)[C:28]#[N:29].CCN=C=NCCCN(C)C.O. (6) Reactant: [Cl-].[C:2]1([S+:8]([C:15]2[CH:20]=[CH:19][CH:18]=[CH:17][CH:16]=2)[C:9]2[CH:14]=[CH:13][CH:12]=[CH:11][CH:10]=2)[CH:7]=[CH:6][CH:5]=[CH:4][CH:3]=1.O.[CH:22]([C:24]1[CH:29]=[CH:28][C:27]([S:30]([O-:33])(=[O:32])=[O:31])=[CH:26][CH:25]=1)=[CH2:23].[Na+]. Product: [CH:22]([C:24]1[CH:25]=[CH:26][C:27]([S:30]([O-:33])(=[O:31])=[O:32])=[CH:28][CH:29]=1)=[CH2:23].[C:15]1([S+:8]([C:2]2[CH:3]=[CH:4][CH:5]=[CH:6][CH:7]=2)[C:9]2[CH:14]=[CH:13][CH:12]=[CH:11][CH:10]=2)[CH:16]=[CH:17][CH:18]=[CH:19][CH:20]=1. The catalyst class is: 4. (7) Reactant: [C:1]1(/[C:7](/[CH2:35][CH3:36])=[C:8](/[C:20]2[CH:25]=[CH:24][C:23](/[CH:26]=[CH:27]/[C:28]([O:30]C(C)(C)C)=[O:29])=[CH:22][CH:21]=2)\[C:9]2[CH:14]=[CH:13][C:12]([O:15][P:16]([OH:19])([OH:18])=[O:17])=[CH:11][CH:10]=2)[CH:6]=[CH:5][CH:4]=[CH:3][CH:2]=1.C(O)(C(F)(F)F)=O. Product: [C:1]1(/[C:7](/[CH2:35][CH3:36])=[C:8](/[C:20]2[CH:21]=[CH:22][C:23](/[CH:26]=[CH:27]/[C:28]([OH:30])=[O:29])=[CH:24][CH:25]=2)\[C:9]2[CH:10]=[CH:11][C:12]([O:15][P:16]([OH:19])([OH:18])=[O:17])=[CH:13][CH:14]=2)[CH:2]=[CH:3][CH:4]=[CH:5][CH:6]=1. The catalyst class is: 2.